Dataset: Drug half-life prediction data from Obach et al.. Task: Regression/Classification. Given a drug SMILES string, predict its absorption, distribution, metabolism, or excretion properties. Task type varies by dataset: regression for continuous measurements (e.g., permeability, clearance, half-life) or binary classification for categorical outcomes (e.g., BBB penetration, CYP inhibition). For this dataset (half_life_obach), we predict log10(half-life) (log10 of half-life in hours). (1) The compound is O=C(c1ccc(F)cc1)C1CCN(CCn2c(=O)[nH]c3ccccc3c2=O)CC1. The log10(half-life) is 1.08. (2) The molecule is Nc1cc(-c2ccncc2)c[nH]c1=O. The log10(half-life) is 0.300. (3) The drug is S=P(N1CC1)(N1CC1)N1CC1. The log10(half-life) is 0.430. (4) The drug is CCC(C)n1ncn(-c2ccc(N3CCN(c4ccc(OCC5COC(Cn6cncn6)(c6ccc(Cl)cc6Cl)O5)cc4)CC3)cc2)c1=O. The log10(half-life) is 1.40. (5) The drug is Cc1onc(-c2c(F)cccc2Cl)c1C(=O)N[C@@H]1C(=O)N2[C@@H](C(=O)O)C(C)(C)S[C@H]12. The log10(half-life) is 0.150.